This data is from Peptide-MHC class I binding affinity with 185,985 pairs from IEDB/IMGT. The task is: Regression. Given a peptide amino acid sequence and an MHC pseudo amino acid sequence, predict their binding affinity value. This is MHC class I binding data. (1) The peptide sequence is GYSFSIPGY. The MHC is HLA-A31:01 with pseudo-sequence HLA-A31:01. The binding affinity (normalized) is 0.0847. (2) The peptide sequence is QQRPDLILV. The MHC is HLA-A69:01 with pseudo-sequence HLA-A69:01. The binding affinity (normalized) is 0.0847.